From a dataset of Full USPTO retrosynthesis dataset with 1.9M reactions from patents (1976-2016). Predict the reactants needed to synthesize the given product. Given the product [NH2:1][C@@H:4]([CH3:21])[C@@H:5]([NH:13][C:14](=[O:20])[O:15][C:16]([CH3:18])([CH3:17])[CH3:19])[CH2:6][CH:7]1[CH2:12][CH2:11][CH2:10][CH2:9][CH2:8]1, predict the reactants needed to synthesize it. The reactants are: [N:1]([C@@H:4]([CH3:21])[C@@H:5]([NH:13][C:14](=[O:20])[O:15][C:16]([CH3:19])([CH3:18])[CH3:17])[CH2:6][CH:7]1[CH2:12][CH2:11][CH2:10][CH2:9][CH2:8]1)=[N+]=[N-].